Predict the reactants needed to synthesize the given product. From a dataset of Full USPTO retrosynthesis dataset with 1.9M reactions from patents (1976-2016). (1) Given the product [F:1][C:2]1[C:3]2=[N:22][O:21][C:20]([CH3:23])=[C:4]2[N:5]=[C:6]2[NH:26][C:29](=[O:38])[N:8]([C:9]3[CH:14]=[CH:13][C:12]([I:15])=[CH:11][C:10]=3[F:16])[C:7]=12, predict the reactants needed to synthesize it. The reactants are: [F:1][C:2]1[C:3]2[C:4](=[C:20]([CH3:23])[O:21][N:22]=2)[N:5]=[C:6](C(O)=O)[C:7]=1[NH:8][C:9]1[CH:14]=[CH:13][C:12]([I:15])=[CH:11][C:10]=1[F:16].C([N:26]([CH2:29]C)CC)C.C1(P(N=[N+]=[N-])(C2C=CC=CC=2)=[O:38])C=CC=CC=1. (2) Given the product [NH2:9][C:8]1[C:7]2[N:6]=[CH:5][C:4]([C:10]#[C:11][C:12]3[CH:22]=[CH:21][C:15]([C:16]([O:18][CH2:19][CH3:20])=[O:17])=[CH:14][CH:13]=3)=[CH:3][C:2]=2[C:27]2[CH:26]=[CH:25][C:24]([CH3:23])=[CH:29][C:28]=2[N:30]=1, predict the reactants needed to synthesize it. The reactants are: Cl[C:2]1[CH:3]=[C:4]([C:10]#[C:11][C:12]2[CH:22]=[CH:21][C:15]([C:16]([O:18][CH2:19][CH3:20])=[O:17])=[CH:14][CH:13]=2)[CH:5]=[N:6][C:7]=1[C:8]#[N:9].[CH3:23][C:24]1[CH:25]=[CH:26][C:27](B2OC(C)(C)C(C)(C)O2)=[C:28]([NH:30]C(=O)OC(C)(C)C)[CH:29]=1.C(=O)([O-])[O-].[K+].[K+]. (3) Given the product [CH3:1][O:2][C:3](=[O:17])/[CH:4]=[C:5](\[NH:16][C:23]([O:22][C:19]([CH3:21])([CH3:20])[CH3:18])=[O:24])/[CH2:6][C:7]1[CH:12]=[C:11]([F:13])[C:10]([F:14])=[CH:9][C:8]=1[F:15], predict the reactants needed to synthesize it. The reactants are: [CH3:1][O:2][C:3](=[O:17])/[CH:4]=[C:5](\[NH2:16])/[CH2:6][C:7]1[CH:12]=[C:11]([F:13])[C:10]([F:14])=[CH:9][C:8]=1[F:15].[CH3:18][C:19]([O:22][C:23](O[C:23]([O:22][C:19]([CH3:21])([CH3:20])[CH3:18])=[O:24])=[O:24])([CH3:21])[CH3:20]. (4) Given the product [C:2]([OH:10])(=[O:1])[CH3:3].[O:1]([C:13]1[C:17]([CH2:18][C:19]2[CH:24]=[CH:23][C:22](/[CH:25]=[CH:26]/[CH2:27][CH2:28][N:29]3[CH2:34][CH2:33][CH2:32][C:31]4([CH2:35][CH2:36][NH:37][CH2:38][CH2:39]4)[CH2:30]3)=[CH:21][C:20]=2[CH3:40])=[C:16]([CH:41]([CH3:43])[CH3:42])[NH:15][N:14]=1)[C@@H:2]1[O:10][C@H:9]([CH2:11][OH:12])[C@@H:7]([OH:8])[C@H:5]([OH:6])[C@H:3]1[OH:4], predict the reactants needed to synthesize it. The reactants are: [O:1]([C:13]1[C:17]([CH2:18][C:19]2[CH:24]=[CH:23][C:22](/[CH:25]=[CH:26]/[CH2:27][CH2:28][N:29]3[CH2:34][CH2:33][CH2:32][C:31]4([CH2:39][CH2:38][NH:37][CH2:36][CH2:35]4)[CH2:30]3)=[CH:21][C:20]=2[CH3:40])=[C:16]([CH:41]([CH3:43])[CH3:42])[NH:15][N:14]=1)[C@@H:2]1[O:10][C@H:9]([CH2:11][OH:12])[C@@H:7]([OH:8])[C@H:5]([OH:6])[C@H:3]1[OH:4].C(OCC)(=O)C. (5) Given the product [F:1][C:2]1[C:7]([F:8])=[CH:6][CH:5]=[CH:4][C:3]=1[C:9]1[N:17]=[C:12]2[CH:13]=[N:14][N:15]([CH2:19][C:20]3[CH:25]=[CH:24][N:23]([C:26]4[CH:31]=[CH:30][C:29]([O:32][CH3:33])=[CH:28][C:27]=4[C:34]([F:37])([F:35])[F:36])[C:22](=[O:38])[CH:21]=3)[CH:16]=[C:11]2[N:10]=1, predict the reactants needed to synthesize it. The reactants are: [F:1][C:2]1[C:7]([F:8])=[CH:6][CH:5]=[CH:4][C:3]=1[C:9]1[N:17]=[C:12]2[CH:13]=[N:14][NH:15][CH:16]=[C:11]2[N:10]=1.Br[CH2:19][C:20]1[CH:25]=[CH:24][N:23]([C:26]2[CH:31]=[CH:30][C:29]([O:32][CH3:33])=[CH:28][C:27]=2[C:34]([F:37])([F:36])[F:35])[C:22](=[O:38])[CH:21]=1. (6) Given the product [OH:1][C@H:2]1[CH2:7][N:6]([C:27]([O:29][C:30]([CH3:31])([CH3:32])[CH3:33])=[O:28])[C@H:5]([CH3:18])[CH2:4][CH2:3]1, predict the reactants needed to synthesize it. The reactants are: [OH:1][C@H:2]1[CH2:7][N:6](C(OCC2C=CC=CC=2)=O)[C@H:5]([CH3:18])[CH2:4][CH2:3]1.[C:27](O[C:27]([O:29][C:30]([CH3:33])([CH3:32])[CH3:31])=[O:28])([O:29][C:30]([CH3:33])([CH3:32])[CH3:31])=[O:28].